This data is from Full USPTO retrosynthesis dataset with 1.9M reactions from patents (1976-2016). The task is: Predict the reactants needed to synthesize the given product. (1) Given the product [CH3:14][C:10]1[CH:11]=[C:12]([CH3:13])[N:8]([C:6]2[N:5]=[C:4]([NH:15][CH:16]3[CH2:24][C:23]4[C:18](=[CH:19][CH:20]=[CH:21][CH:22]=4)[CH2:17]3)[CH:3]=[C:2]([N:25]3[CH2:30][CH2:29][O:28][CH2:27][CH2:26]3)[N:7]=2)[N:9]=1, predict the reactants needed to synthesize it. The reactants are: Cl[C:2]1[N:7]=[C:6]([N:8]2[C:12]([CH3:13])=[CH:11][C:10]([CH3:14])=[N:9]2)[N:5]=[C:4]([NH:15][CH:16]2[CH2:24][C:23]3[C:18](=[CH:19][CH:20]=[CH:21][CH:22]=3)[CH2:17]2)[CH:3]=1.[NH:25]1[CH2:30][CH2:29][O:28][CH2:27][CH2:26]1. (2) Given the product [Br:13][C:10]1[CH:11]=[CH:12][C:7]([C@H:5]2[CH2:4][O:6]2)=[CH:8][CH:9]=1, predict the reactants needed to synthesize it. The reactants are: [OH-].[Na+].Br[CH2:4][C@H:5]([C:7]1[CH:12]=[CH:11][C:10]([Br:13])=[CH:9][CH:8]=1)[OH:6]. (3) Given the product [CH3:4][C:2]([O:5][C:6](=[O:16])[C@H:7]([CH2:9][C:10]1[CH:11]=[CH:12][CH:13]=[CH:14][CH:15]=1)[NH:8][CH2:18][C:19]([O:21][C:22]([CH3:25])([CH3:24])[CH3:23])=[O:20])([CH3:1])[CH3:3], predict the reactants needed to synthesize it. The reactants are: [CH3:1][C:2]([O:5][C:6](=[O:16])[C@H:7]([CH2:9][C:10]1[CH:15]=[CH:14][CH:13]=[CH:12][CH:11]=1)[NH2:8])([CH3:4])[CH3:3].Br[CH2:18][C:19]([O:21][C:22]([CH3:25])([CH3:24])[CH3:23])=[O:20]. (4) Given the product [Cl:1][C:2]1[C:7](=[O:8])[N:6]([C:9]2[CH:10]=[C:11]([CH:19]=[CH:20][C:21]=2[CH3:22])[C:12]([NH:14][C@@H:15]([CH3:35])[CH2:16][OH:17])=[O:13])[CH:5]=[N:4][C:3]=1[O:23][CH2:24][C:25]1[CH:30]=[CH:29][C:28]([F:31])=[CH:27][C:26]=1[F:32], predict the reactants needed to synthesize it. The reactants are: [Cl:1][C:2]1[C:7](=[O:8])[N:6]([C:9]2[CH:10]=[C:11]([CH:19]=[CH:20][C:21]=2[CH3:22])[C:12]([NH:14][CH2:15][C:16](N)=[O:17])=[O:13])[CH:5]=[N:4][C:3]=1[O:23][CH2:24][C:25]1[CH:30]=[CH:29][C:28]([F:31])=[CH:27][C:26]=1[F:32].Cl.N[CH2:35]C(N)=O. (5) Given the product [S:31]1[C:27]2[CH:26]=[CH:25][CH:24]=[C:23]([O:22][C:19]3[CH:20]=[CH:21][C:16]([NH:15][C:13]4[C:14]5[N:6]([CH2:5][CH2:4][NH:3][S:34]([CH3:33])(=[O:36])=[O:35])[CH:7]=[CH:8][C:9]=5[N:10]=[CH:11][N:12]=4)=[CH:17][C:18]=3[Cl:32])[C:28]=2[CH:29]=[CH:30]1, predict the reactants needed to synthesize it. The reactants are: Cl.Cl.[NH2:3][CH2:4][CH2:5][N:6]1[C:14]2[C:13]([NH:15][C:16]3[CH:21]=[CH:20][C:19]([O:22][C:23]4[C:28]5[CH:29]=[CH:30][S:31][C:27]=5[CH:26]=[CH:25][CH:24]=4)=[C:18]([Cl:32])[CH:17]=3)=[N:12][CH:11]=[N:10][C:9]=2[CH:8]=[CH:7]1.[CH3:33][S:34](Cl)(=[O:36])=[O:35].N1C=CC=CC=1.C(=O)([O-])O.[Na+]. (6) Given the product [Br:1][C:2]1[N:3]=[C:4]2[C:11]([C:12]([OH:24])=[O:13])=[CH:10][N:9]([CH2:14][O:15][CH2:16][CH2:17][Si:18]([CH3:20])([CH3:19])[CH3:21])[C:5]2=[N:6][C:7]=1[CH3:8], predict the reactants needed to synthesize it. The reactants are: [Br:1][C:2]1[N:3]=[C:4]2[C:11]([CH:12]=[O:13])=[CH:10][N:9]([CH2:14][O:15][CH2:16][CH2:17][Si:18]([CH3:21])([CH3:20])[CH3:19])[C:5]2=[N:6][C:7]=1[CH3:8].S(=O)(=O)([OH:24])N.P([O-])(O)(O)=O.[K+].Cl([O-])=O.[Na+]. (7) Given the product [CH:79]1([N:60]([CH:57]2[CH2:58][CH2:59]2)[C:61]([C:63]2[N:76]([CH2:77][CH3:78])[C:66]3=[N:67][C:68]([NH:8][C:4]4[CH:5]=[C:6]([CH3:7])[N:2]([CH3:1])[N:3]=4)=[C:69]4[N:73]=[CH:72][N:71]([CH3:74])[C:70]4=[C:65]3[CH:64]=2)=[O:62])[CH2:81][CH2:80]1, predict the reactants needed to synthesize it. The reactants are: [CH3:1][N:2]1[C:6]([CH3:7])=[CH:5][C:4]([NH2:8])=[N:3]1.CC1(C)C2C(=C(P(C3C=CC=CC=3)C3C=CC=CC=3)C=CC=2)OC2C(P(C3C=CC=CC=3)C3C=CC=CC=3)=CC=CC1=2.C(=O)([O-])[O-].[Cs+].[Cs+].[CH:57]1([N:60]([CH:79]2[CH2:81][CH2:80]2)[C:61]([C:63]2[N:76]([CH2:77][CH3:78])[C:66]3=[N:67][C:68](I)=[C:69]4[N:73]=[CH:72][N:71]([CH3:74])[C:70]4=[C:65]3[CH:64]=2)=[O:62])[CH2:59][CH2:58]1. (8) Given the product [F:28][C:24]1[C:25]([CH3:27])=[N:26][C:21]([C:9]2[CH:10]=[N:11][N:12]3[CH2:17][CH2:16][NH:15][CH2:14][C:13]=23)=[N:22][CH:23]=1, predict the reactants needed to synthesize it. The reactants are: FC(F)(F)C1C=CN=C([C:9]2[CH:10]=[N:11][N:12]3[CH2:17][CH2:16][NH:15][CH2:14][C:13]=23)C=1.Cl[C:21]1[N:26]=[C:25]([CH3:27])[C:24]([F:28])=[CH:23][N:22]=1.